Dataset: Catalyst prediction with 721,799 reactions and 888 catalyst types from USPTO. Task: Predict which catalyst facilitates the given reaction. (1) The catalyst class is: 180. Reactant: [Cl:1][C:2]1[CH:15]=[C:14]([N+:16]([O-])=O)[CH:13]=[CH:12][C:3]=1[O:4][CH2:5][C:6]1[CH:11]=[CH:10][CH:9]=[CH:8][N:7]=1.CCOC(C)=O. Product: [Cl:1][C:2]1[CH:15]=[C:14]([NH2:16])[CH:13]=[CH:12][C:3]=1[O:4][CH2:5][C:6]1[CH:11]=[CH:10][CH:9]=[CH:8][N:7]=1. (2) Reactant: [NH2:1][C:2]1[S:3][C:4]([C:7]([OH:16])([C:12]([F:15])([F:14])[F:13])[C:8]([F:11])([F:10])[F:9])=[CH:5][N:6]=1.[Cl:17][C:18]1[CH:23]=[CH:22][C:21]([S:24](Cl)(=[O:26])=[O:25])=[CH:20][CH:19]=1. Product: [Cl:17][C:18]1[CH:23]=[CH:22][C:21]([S:24]([NH:1][C:2]2[S:3][C:4]([C:7]([OH:16])([C:8]([F:9])([F:10])[F:11])[C:12]([F:15])([F:13])[F:14])=[CH:5][N:6]=2)(=[O:26])=[O:25])=[CH:20][CH:19]=1. The catalyst class is: 17.